This data is from Full USPTO retrosynthesis dataset with 1.9M reactions from patents (1976-2016). The task is: Predict the reactants needed to synthesize the given product. Given the product [CH3:17][O:18][CH2:19][CH2:20][C:21]([NH:16][C:3]1[CH:4]=[C:5]([CH2:8][O:9][CH:10]2[CH2:15][CH2:14][CH2:13][CH2:12][O:11]2)[CH:6]=[CH:7][C:2]=1[CH3:1])=[O:22], predict the reactants needed to synthesize it. The reactants are: [CH3:1][C:2]1[CH:7]=[CH:6][C:5]([CH2:8][O:9][CH:10]2[CH2:15][CH2:14][CH2:13][CH2:12][O:11]2)=[CH:4][C:3]=1[NH2:16].[CH3:17][O:18][CH2:19][CH2:20][C:21](Cl)=[O:22].